Dataset: Experimentally validated miRNA-target interactions with 360,000+ pairs, plus equal number of negative samples. Task: Binary Classification. Given a miRNA mature sequence and a target amino acid sequence, predict their likelihood of interaction. The miRNA is hsa-miR-340-3p with sequence UCCGUCUCAGUUACUUUAUAGC. The protein sequence of the target gene is MAPNNCSHLNLDVDPFLSCNDTFNQSLSPPKMDNWFHPGFIYVIPAVYGLIIVIGLIGNITLIKIFCTVKSMRNVPNLFISSLALGDLLLLVTCAPVDASKYLADRWLFGRIGCKLIPFIQLTSVGVSVFTLTALSADRYKAIVRPMDIQASHALMKICLKAALIWIVSMLLAIPEAVFSDLHPFHVKDTNQTFISCAPYPHSNELHPKIHSMASFLVFYVIPLAIISVYYYFIARNLIQSAYNLPVEGNIHVKKQIESRKRLAKTVLVFVGLFAFCWLPNHVIYLYRSYHYSEVDTSML.... Result: 0 (no interaction).